Binary Classification. Given a drug SMILES string, predict its activity (active/inactive) in a high-throughput screening assay against a specified biological target. From a dataset of Tyrosyl-DNA phosphodiesterase HTS with 341,365 compounds. (1) The compound is s1c2c(CCCCC2)c2c1n(CC(=O)N(CCC)CCC)c(=O)n(c2=O)c1cc(c(cc1)C)C. The result is 0 (inactive). (2) The molecule is Clc1sc(S(=O)(=O)N2CCN(CC2)Cc2c(cc(OC)c(OC)c2)C)cc1. The result is 0 (inactive). (3) The compound is O1c2c(OC1)ccc(NC(=O)c1c(=O)n(Cc3ccccc3)ccc1)c2. The result is 0 (inactive). (4) The compound is S(=O)(=O)(c1c(cccc1)CO)c1c(cccc1)C(O)=O. The result is 0 (inactive). (5) The molecule is OC(=O)CC(n1cccc1)c1ccc(N)cc1. The result is 0 (inactive). (6) The compound is o1c2nc(n(c(=O)c2c(=O)c2c1cccc2)c1ccc(cc1)C)C. The result is 0 (inactive). (7) The compound is S=C(NC(=O)CCCCC)Nc1cc2c(oc(=O)cc2)cc1. The result is 0 (inactive). (8) The compound is S(C=1C(C2N(C(=O)C2C(O)C)C1C([O-])=O)C)C1C[n+]2n(C1)cnc2. The result is 0 (inactive). (9) The compound is s1c(nnc1NC(=O)c1c([N+]([O-])=O)cc(OC)c(OC)c1)CC(C)C. The result is 0 (inactive). (10) The drug is S(c1ccc(NC(=O)COC(=O)CCCC)cc1)C(F)F. The result is 0 (inactive).